This data is from Forward reaction prediction with 1.9M reactions from USPTO patents (1976-2016). The task is: Predict the product of the given reaction. (1) Given the reactants [Cl:1][C:2]1[CH:7]=[CH:6][C:5]([O:8][CH3:9])=[CH:4][C:3]=1[CH3:10].[Mn]([O-])(=O)(=O)=[O:12].[K+].[OH2:17], predict the reaction product. The product is: [Cl:1][C:2]1[CH:7]=[CH:6][C:5]([O:8][CH3:9])=[CH:4][C:3]=1[C:10]([OH:12])=[O:17]. (2) Given the reactants [Br:1]N1C(=O)CCC1=O.[C:9]1([C:22]2[CH:27]=[CH:26][CH:25]=[CH:24][CH:23]=2)[CH:14]=[CH:13][C:12]([C:15]2[S:19][C:18]([CH3:20])=[N:17][C:16]=2[Br:21])=[CH:11][CH:10]=1, predict the reaction product. The product is: [C:9]1([C:22]2[CH:23]=[CH:24][CH:25]=[CH:26][CH:27]=2)[CH:14]=[CH:13][C:12]([C:15]2[S:19][C:18]([CH2:20][Br:1])=[N:17][C:16]=2[Br:21])=[CH:11][CH:10]=1. (3) Given the reactants Cl[C:2]1[N:12](C(C2C=CC=CC=2)(C2C=CC=CC=2)C2C=CC=CC=2)[C:5]2[CH:6]=[N:7][N:8]([CH3:11])[C:9](=[O:10])[C:4]=2[N:3]=1.[N:32]1([C:38]([O:40][C:41]([CH3:44])([CH3:43])[CH3:42])=[O:39])[CH2:37][CH2:36][NH:35][CH2:34][CH2:33]1, predict the reaction product. The product is: [CH3:11][N:8]1[C:9](=[O:10])[C:4]2[NH:3][C:2]([N:35]3[CH2:34][CH2:33][N:32]([C:38]([O:40][C:41]([CH3:44])([CH3:43])[CH3:42])=[O:39])[CH2:37][CH2:36]3)=[N:12][C:5]=2[CH:6]=[N:7]1.